This data is from Full USPTO retrosynthesis dataset with 1.9M reactions from patents (1976-2016). The task is: Predict the reactants needed to synthesize the given product. (1) Given the product [NH2:37][C:38]([CH3:51])([CH3:50])[CH2:39][O:40][C:41]1[CH:46]=[CH:45][C:44]([CH2:47][CH2:2][CH2:1][NH:3][C:4]2[CH:9]=[C:8]([O:10][CH3:11])[C:7]([O:12][CH3:13])=[CH:6][C:5]=2[C@@H:14]2[CH2:23][CH2:22][C:21]3[CH:20]=[C:19]([OH:24])[CH:18]=[CH:17][C:16]=3[CH2:15]2)=[CH:43][C:42]=1[F:49], predict the reactants needed to synthesize it. The reactants are: [CH2:1]([NH:3][C:4]1[CH:9]=[C:8]([O:10][CH3:11])[C:7]([O:12][CH3:13])=[CH:6][C:5]=1[C@@H:14]1[CH2:23][CH2:22][C:21]2[CH:20]=[C:19]([O:24]C(=O)C(C)(C)C)[CH:18]=[CH:17][C:16]=2[CH2:15]1)[CH3:2].C(OC(=O)[NH:37][C:38]([CH3:51])([CH3:50])[CH2:39][O:40][C:41]1[CH:46]=[CH:45][C:44]([CH:47]=O)=[CH:43][C:42]=1[F:49])(C)(C)C. (2) Given the product [Cl:9][CH2:10][CH2:11][C:12]([NH:4][C:3]1[CH:5]=[CH:6][CH:7]=[CH:8][C:2]=1[F:1])=[O:13], predict the reactants needed to synthesize it. The reactants are: [F:1][C:2]1[CH:8]=[CH:7][CH:6]=[CH:5][C:3]=1[NH2:4].[Cl:9][CH2:10][CH2:11][C:12](Cl)=[O:13]. (3) Given the product [CH3:1][O:2][C:3](=[O:4])[NH:5][C@H:6]([C:10]([NH:49][NH:48][CH2:41][C:42]1[CH:47]=[CH:46][CH:45]=[CH:44][CH:43]=1)=[O:12])[CH:7]([CH3:9])[CH3:8], predict the reactants needed to synthesize it. The reactants are: [CH3:1][O:2][C:3]([NH:5][C@H:6]([C:10]([OH:12])=O)[CH:7]([CH3:9])[CH3:8])=[O:4].CCN=C=NCCCN(C)C.C1C=CC2N(O)N=NC=2C=1.CN1CCOCC1.[CH2:41]([NH:48][NH2:49])[C:42]1[CH:47]=[CH:46][CH:45]=[CH:44][CH:43]=1.CCN(CC)CC. (4) Given the product [CH3:28][S:29]([C:32]1[CH:33]=[C:34]([NH:38][C:23]([C:22]2[CH:21]=[N:20][N:13]3[C:14]([C:16]([F:18])([F:19])[F:17])=[CH:15][C:10]([C:7]4[CH:6]=[CH:5][C:4]([O:3][C:2]([F:27])([F:26])[F:1])=[CH:9][CH:8]=4)=[N:11][C:12]=23)=[O:24])[CH:35]=[CH:36][CH:37]=1)(=[O:30])=[O:31], predict the reactants needed to synthesize it. The reactants are: [F:1][C:2]([F:27])([F:26])[O:3][C:4]1[CH:9]=[CH:8][C:7]([C:10]2[CH:15]=[C:14]([C:16]([F:19])([F:18])[F:17])[N:13]3[N:20]=[CH:21][C:22]([C:23](O)=[O:24])=[C:12]3[N:11]=2)=[CH:6][CH:5]=1.[CH3:28][S:29]([C:32]1[CH:33]=[C:34]([NH2:38])[CH:35]=[CH:36][CH:37]=1)(=[O:31])=[O:30].Cl. (5) Given the product [NH2:1][C:2]1[N:7]=[C:6]([NH:25][CH2:18][C:19]2[CH:24]=[CH:23][CH:22]=[CH:21][CH:20]=2)[C:5]([C:10]#[N:11])=[C:4]([C:12]2[CH:17]=[CH:16][CH:15]=[CH:14][CH:13]=2)[N:3]=1, predict the reactants needed to synthesize it. The reactants are: [NH2:1][C:2]1[N:7]=[C:6](SC)[C:5]([C:10]#[N:11])=[C:4]([C:12]2[CH:17]=[CH:16][CH:15]=[CH:14][CH:13]=2)[N:3]=1.[CH2:18]([NH2:25])[C:19]1[CH:24]=[CH:23][CH:22]=[CH:21][CH:20]=1. (6) Given the product [F:30][C:12]([F:11])([F:29])[C:13](=[O:28])[CH2:14][C:15]1([CH3:27])[C:24]2[C:19](=[CH:20][CH:21]=[C:22]([S:25][CH3:26])[CH:23]=2)[O:18][CH2:17][CH2:16]1, predict the reactants needed to synthesize it. The reactants are: C(Cl)(=O)C(Cl)=O.CS(C)=O.[F:11][C:12]([F:30])([F:29])[CH:13]([OH:28])[CH2:14][C:15]1([CH3:27])[C:24]2[C:19](=[CH:20][CH:21]=[C:22]([S:25][CH3:26])[CH:23]=2)[O:18][CH2:17][CH2:16]1.C(N(CC)CC)C. (7) Given the product [Si:23]([O:30][C:31]1[CH:32]=[C:33]([C:38]2[C:46]3[C:41](=[N:42][CH:43]=[N:44][C:45]=3[NH2:47])[N:40]([CH:20]([C:8]3[C:9]([C:16]([F:19])([F:18])[F:17])=[C:10]4[N:15]([C:7]=3[C:2]3[CH:3]=[CH:4][CH:5]=[CH:6][N:1]=3)[CH:14]=[CH:13][CH:12]=[CH:11]4)[CH3:21])[N:39]=2)[CH:34]=[C:35]([F:37])[CH:36]=1)([C:26]([CH3:27])([CH3:28])[CH3:29])([CH3:24])[CH3:25], predict the reactants needed to synthesize it. The reactants are: [N:1]1[CH:6]=[CH:5][CH:4]=[CH:3][C:2]=1[C:7]1[N:15]2[C:10]([CH:11]=[CH:12][CH:13]=[CH:14]2)=[C:9]([C:16]([F:19])([F:18])[F:17])[C:8]=1[CH:20](O)[CH3:21].[Si:23]([O:30][C:31]1[CH:32]=[C:33]([C:38]2[C:46]3[C:41](=[N:42][CH:43]=[N:44][C:45]=3[NH2:47])[NH:40][N:39]=2)[CH:34]=[C:35]([F:37])[CH:36]=1)([C:26]([CH3:29])([CH3:28])[CH3:27])([CH3:25])[CH3:24].C1C=CC(P(C2C=CC=CC=2)C2C=CC=CC=2)=CC=1.CC(OC(/N=N/C(OC(C)C)=O)=O)C.